This data is from Full USPTO retrosynthesis dataset with 1.9M reactions from patents (1976-2016). The task is: Predict the reactants needed to synthesize the given product. (1) Given the product [Br:1][C:19]1[S:18][C:17]([NH:16][C:12]2[CH:13]=[CH:14][CH:15]=[C:10]([Cl:9])[CH:11]=2)=[N:21][CH:20]=1, predict the reactants needed to synthesize it. The reactants are: [Br:1]N1C(=O)CCC1=O.[Cl:9][C:10]1[CH:11]=[C:12]([NH:16][C:17]2[S:18][CH:19]=[CH:20][N:21]=2)[CH:13]=[CH:14][CH:15]=1. (2) Given the product [Cl:1][C:2]1[C:11]([CH2:12][I:34])=[CH:10][C:9]2[C:4](=[C:5]([CH3:14])[CH:6]=[CH:7][CH:8]=2)[N:3]=1, predict the reactants needed to synthesize it. The reactants are: [Cl:1][C:2]1[C:11]([CH2:12]O)=[CH:10][C:9]2[C:4](=[C:5]([CH3:14])[CH:6]=[CH:7][CH:8]=2)[N:3]=1.C1(P(C2C=CC=CC=2)C2C=CC=CC=2)C=CC=CC=1.[I:34]I.N1C=CN=C1. (3) Given the product [C:17]([O:16][C:14]([N:11]1[CH2:12][CH:13]=[C:8]([C:6]2[CH:5]=[CH:4][CH:3]=[C:2]([C:29]3[C:37]4[CH:36]=[N:35][CH:34]=[N:33][C:32]=4[NH:31][CH:30]=3)[N:7]=2)[CH2:9][CH2:10]1)=[O:15])([CH3:20])([CH3:19])[CH3:18], predict the reactants needed to synthesize it. The reactants are: Br[C:2]1[N:7]=[C:6]([C:8]2[CH2:9][CH2:10][N:11]([C:14]([O:16][C:17]([CH3:20])([CH3:19])[CH3:18])=[O:15])[CH2:12][CH:13]=2)[CH:5]=[CH:4][CH:3]=1.CC1(C)C(C)(C)OB([C:29]2[C:37]3[CH:36]=[N:35][CH:34]=[N:33][C:32]=3[N:31](S(C3C=CC(C)=CC=3)(=O)=O)[CH:30]=2)O1.C(=O)([O-])[O-].[Na+].[Na+].[OH-].[Li+].